Dataset: Full USPTO retrosynthesis dataset with 1.9M reactions from patents (1976-2016). Task: Predict the reactants needed to synthesize the given product. (1) Given the product [CH3:22][O:21][C:19]1[CH:18]=[C:17]2[C:4]([C@@:5]3([CH3:26])[C@H:14]([CH2:15][O:16]2)[C@:13]2([CH3:23])[C@H:8]([C:9]([CH3:25])([CH3:24])[CH2:10][CH2:11][CH2:12]2)[CH2:7][CH2:6]3)=[C:3]([OH:2])[CH:20]=1, predict the reactants needed to synthesize it. The reactants are: C[O:2][C:3]1[CH:20]=[C:19]([O:21][CH3:22])[CH:18]=[C:17]2[C:4]=1[C@@:5]1([CH3:26])[C@H:14]([CH2:15][O:16]2)[C@:13]2([CH3:23])[C@H:8]([C:9]([CH3:25])([CH3:24])[CH2:10][CH2:11][CH2:12]2)[CH2:7][CH2:6]1.CN1C(=O)CCC1. (2) Given the product [Br:1][C:2]1[C:3]([N:10]([CH:12]2[CH2:17][CH2:16][O:15][CH2:14][CH2:13]2)[NH:11][C:24](=[O:25])[C:23]2[CH:27]=[CH:28][C:20]([CH2:19][Br:18])=[CH:21][CH:22]=2)=[N:4][C:5]([C:8]#[N:9])=[N:6][CH:7]=1, predict the reactants needed to synthesize it. The reactants are: [Br:1][C:2]1[C:3]([N:10]([CH:12]2[CH2:17][CH2:16][O:15][CH2:14][CH2:13]2)[NH2:11])=[N:4][C:5]([C:8]#[N:9])=[N:6][CH:7]=1.[Br:18][CH2:19][C:20]1[CH:28]=[CH:27][C:23]([C:24](Br)=[O:25])=[CH:22][CH:21]=1.CCN(C(C)C)C(C)C. (3) Given the product [Cl:26][C:5]1[C:6]([N:11]2[CH2:16][CH2:15][N:14]([CH2:17][C:18]([NH:20][C:21]3[S:22][CH:23]=[CH:24][N:25]=3)=[O:19])[CH2:13][CH2:12]2)=[C:7]2[N:8]=[C:27]([C:28]3[CH:33]=[CH:32][CH:31]=[CH:30][CH:29]=3)[NH:1][C:2]2=[N:3][CH:4]=1, predict the reactants needed to synthesize it. The reactants are: [NH2:1][C:2]1[C:7]([N+:8]([O-])=O)=[C:6]([N:11]2[CH2:16][CH2:15][N:14]([CH2:17][C:18]([NH:20][C:21]3[S:22][CH:23]=[CH:24][N:25]=3)=[O:19])[CH2:13][CH2:12]2)[C:5]([Cl:26])=[CH:4][N:3]=1.[CH:27](=O)[C:28]1[CH:33]=[CH:32][CH:31]=[CH:30][CH:29]=1.S(S([O-])=O)([O-])=O.[Na+].[Na+]. (4) Given the product [Cl:1][C:2]1[CH:24]=[CH:23][C:5]([CH2:6][NH:7][CH2:8][CH:10]2[CH2:15][CH2:14][N:13]([C:16]([O:18][C:19]([CH3:20])([CH3:21])[CH3:22])=[O:17])[CH2:12][CH2:11]2)=[CH:4][CH:3]=1, predict the reactants needed to synthesize it. The reactants are: [Cl:1][C:2]1[CH:24]=[CH:23][C:5]([CH2:6][NH:7][C:8]([CH:10]2[CH2:15][CH2:14][N:13]([C:16]([O:18][C:19]([CH3:22])([CH3:21])[CH3:20])=[O:17])[CH2:12][CH2:11]2)=O)=[CH:4][CH:3]=1.B.O1CCCC1.[Cl-].[NH4+].C(OCC)(=O)C.